Task: Predict which catalyst facilitates the given reaction.. Dataset: Catalyst prediction with 721,799 reactions and 888 catalyst types from USPTO (1) Product: [Cl:21][C:22]1[N:23]=[CH:24][N:25]=[C:26]([N:3]2[C:4]3[CH:18]=[CH:17][CH:16]=[CH:15][C:5]=3[N:6]([CH2:7][C:8]([O:10][C:11]([CH3:14])([CH3:13])[CH3:12])=[O:9])[C:2]2=[O:1])[CH:27]=1. The catalyst class is: 3. Reactant: [O:1]=[C:2]1[N:6]([CH2:7][C:8]([O:10][C:11]([CH3:14])([CH3:13])[CH3:12])=[O:9])[C:5]2[CH:15]=[CH:16][CH:17]=[CH:18][C:4]=2[NH:3]1.[H-].[Na+].[Cl:21][C:22]1[CH:27]=[C:26](Cl)[N:25]=[CH:24][N:23]=1. (2) Reactant: CN(C(ON1N=NC2C=CC=NC1=2)=[N+](C)C)C.F[P-](F)(F)(F)(F)F.C(N(CC)C(C)C)(C)C.[NH2:34][C:35]1[C:36]([C:45]([OH:47])=O)=[CH:37][C:38]2[C:43]([CH:44]=1)=[CH:42][CH:41]=[CH:40][CH:39]=2.[NH2:48][C:49]1([C:52]([O:54][CH3:55])=[O:53])[CH2:51][CH2:50]1.C([O-])(O)=O.[Na+]. Product: [NH2:34][C:35]1[C:36]([C:45]([NH:48][C:49]2([C:52]([O:54][CH3:55])=[O:53])[CH2:51][CH2:50]2)=[O:47])=[CH:37][C:38]2[C:43]([CH:44]=1)=[CH:42][CH:41]=[CH:40][CH:39]=2. The catalyst class is: 85. (3) Reactant: Cl[C:2]1[C:11]([N+:12]([O-:14])=[O:13])=[C:10]([NH:15][CH2:16][C:17]([CH3:20])([OH:19])[CH3:18])[C:9]2[C:4](=[CH:5][CH:6]=[CH:7][CH:8]=2)[N:3]=1.[CH3:21][O:22][C:23]1[CH:39]=[CH:38][C:26]([CH2:27][NH:28][CH2:29][C:30]2[CH:35]=[CH:34][C:33]([O:36][CH3:37])=[CH:32][CH:31]=2)=[CH:25][CH:24]=1.C(N(CC)CC)C.CN1C(=O)CCC1. Product: [CH3:37][O:36][C:33]1[CH:32]=[CH:31][C:30]([CH2:29][N:28]([CH2:27][C:26]2[CH:38]=[CH:39][C:23]([O:22][CH3:21])=[CH:24][CH:25]=2)[C:2]2[C:11]([N+:12]([O-:14])=[O:13])=[C:10]([NH:15][CH2:16][C:17]([CH3:20])([OH:19])[CH3:18])[C:9]3[C:4](=[CH:5][CH:6]=[CH:7][CH:8]=3)[N:3]=2)=[CH:35][CH:34]=1. The catalyst class is: 2.